Dataset: Forward reaction prediction with 1.9M reactions from USPTO patents (1976-2016). Task: Predict the product of the given reaction. (1) Given the reactants [CH3:1][N:2]1[C:11]2[NH:10][C:9]3[CH:12]=[CH:13][CH:14]=[CH:15][C:8]=3[NH:7][C:6](=O)[C:5]=2[CH:4]=[N:3]1.[H-].[Al+3].[Li+].[H-].[H-].[H-].N, predict the reaction product. The product is: [CH3:1][N:2]1[C:11]2[NH:10][C:9]3[CH:12]=[CH:13][CH:14]=[CH:15][C:8]=3[NH:7][CH2:6][C:5]=2[CH:4]=[N:3]1. (2) Given the reactants C(OC([N:8]1[CH2:20][C:19]2[S:18][C:17]3[N:16]=[CH:15][N:14]=[C:13]([NH:21][CH:22]([C:25]4[CH:30]=[CH:29][CH:28]=[CH:27][CH:26]=4)[CH2:23][OH:24])[C:12]=3[C:11]=2[CH2:10][CH2:9]1)=O)(C)(C)C.C(O)(C(F)(F)F)=O.C(=O)(O)[O-].[Na+], predict the reaction product. The product is: [C:25]1([CH:22]([NH:21][C:13]2[C:12]3[C:11]4[CH2:10][CH2:9][NH:8][CH2:20][C:19]=4[S:18][C:17]=3[N:16]=[CH:15][N:14]=2)[CH2:23][OH:24])[CH:30]=[CH:29][CH:28]=[CH:27][CH:26]=1. (3) Given the reactants [CH:1]1[C:6]2[NH:7][C:8]3[C:9](=[CH:10][CH:11]=[C:12]4[C:20]=3[NH:19][C:18]3[C:13]4=[CH:14][CH:15]=[CH:16][CH:17]=3)[C:5]=2[CH:4]=[CH:3][CH:2]=1.[H-].[Na+].[I:23][C:24]1[CH:29]=[CH:28][CH:27]=[CH:26][C:25]=1[S:30](Cl)(=[O:32])=[O:31], predict the reaction product. The product is: [I:23][C:24]1[CH:29]=[CH:28][CH:27]=[CH:26][C:25]=1[S:30]([C:1]1[CH:2]=[CH:3][CH:4]=[C:5]2[C:6]=1[NH:7][C:8]1[C:9]2=[CH:10][CH:11]=[C:12]2[C:20]=1[NH:19][C:18]1[C:13]2=[CH:14][CH:15]=[CH:16][CH:17]=1)(=[O:32])=[O:31]. (4) Given the reactants Cl[C:2]1[O:6][N:5]=[C:4]([C:7]2[CH:12]=[CH:11][CH:10]=[CH:9][CH:8]=2)[C:3]=1[C:13]1[O:17][C:16]([C:18]2[CH:23]=[CH:22][C:21]([N:24]3[CH2:29][CH2:28][O:27][CH2:26][CH2:25]3)=[CH:20][C:19]=2[O:30][CH3:31])=[N:15][N:14]=1.[NH:32]1[CH:36]=[CH:35][CH:34]=[N:33]1, predict the reaction product. The product is: [CH3:31][O:30][C:19]1[CH:20]=[C:21]([N:24]2[CH2:29][CH2:28][O:27][CH2:26][CH2:25]2)[CH:22]=[CH:23][C:18]=1[C:16]1[O:17][C:13]([C:3]2[C:4]([C:7]3[CH:12]=[CH:11][CH:10]=[CH:9][CH:8]=3)=[N:5][O:6][C:2]=2[N:32]2[CH:36]=[CH:35][CH:34]=[N:33]2)=[N:14][N:15]=1. (5) Given the reactants [Br:1]N1C(=O)CCC1=O.C(OOC(=O)C1C=CC=CC=1)(=O)C1C=CC=CC=1.[CH3:27][O:28][C:29](=[O:41])[C:30]1[C:31](=[CH:36][C:37]([CH3:40])=[CH:38][CH:39]=1)[C:32]([O:34][CH3:35])=[O:33], predict the reaction product. The product is: [CH3:27][O:28][C:29](=[O:41])[C:30]1[C:31](=[CH:36][C:37]([CH2:40][Br:1])=[CH:38][CH:39]=1)[C:32]([O:34][CH3:35])=[O:33].